Dataset: Reaction yield outcomes from USPTO patents with 853,638 reactions. Task: Predict the reaction yield, written as a fraction of the theoretical maximum amount of product (1.0 means a 100% yield; for example, 0.34 means a 34% yield). (1) The reactants are [CH2:1]([O:8][N:9]1[CH:13]=[CH:12][C:11]([CH:14]=[O:15])=[CH:10]1)[C:2]1[CH:7]=[CH:6][CH:5]=[CH:4][CH:3]=1.[H-].[Al+3].[Li+].[H-].[H-].[H-].O.C(OCC)(=O)C. The catalyst is O1CCCC1. The product is [CH2:1]([O:8][N:9]1[CH:13]=[CH:12][C:11]([CH2:14][OH:15])=[CH:10]1)[C:2]1[CH:3]=[CH:4][CH:5]=[CH:6][CH:7]=1. The yield is 0.331. (2) The reactants are [F:1][C:2]([F:16])([CH3:15])[CH2:3][O:4][C:5]1[CH:10]=[CH:9][C:8]([C:11](=O)[CH3:12])=[CH:7][C:6]=1[CH3:14].[CH3:17][C:18]([S@:21]([NH2:23])=[O:22])([CH3:20])[CH3:19]. No catalyst specified. The product is [F:1][C:2]([F:16])([CH3:15])[CH2:3][O:4][C:5]1[CH:10]=[CH:9][C:8]([CH:11]([NH:23][S@@:21]([C:18]([CH3:20])([CH3:19])[CH3:17])=[O:22])[CH3:12])=[CH:7][C:6]=1[CH3:14]. The yield is 0.880. (3) The catalyst is C(O)C. The product is [CH3:1][O:2][C:3]1[N:8]=[CH:7][C:6]([C:9]2[O:13][C:12]([CH3:14])=[C:11]([CH:15]([NH:20][C:21]3[CH:22]=[CH:23][C:24]([C:27]([N:29]([CH3:37])[CH2:30][CH2:31][C:32]([OH:34])=[O:33])=[O:28])=[N:25][CH:26]=3)[CH2:16][CH:17]([CH3:19])[CH3:18])[CH:10]=2)=[CH:5][CH:4]=1. The reactants are [CH3:1][O:2][C:3]1[N:8]=[CH:7][C:6]([C:9]2[O:13][C:12]([CH3:14])=[C:11]([CH:15]([NH:20][C:21]3[CH:22]=[CH:23][C:24]([C:27]([N:29]([CH3:37])[CH2:30][CH2:31][C:32]([O:34]CC)=[O:33])=[O:28])=[N:25][CH:26]=3)[CH2:16][CH:17]([CH3:19])[CH3:18])[CH:10]=2)=[CH:5][CH:4]=1.O1CCCC1.[OH-].[Li+]. The yield is 0.700. (4) The catalyst is C1COCC1. The product is [C:1]([O:5][C:6]([N:8]1[CH2:15][CH2:14][CH2:13][C:9]1([CH2:10][OH:11])[CH3:16])=[O:7])([CH3:4])([CH3:3])[CH3:2]. The reactants are [C:1]([O:5][C:6]([N:8]1[CH2:15][CH2:14][CH2:13][C@@:9]1([CH3:16])[C:10](O)=[O:11])=[O:7])([CH3:4])([CH3:3])[CH3:2]. The yield is 0.600. (5) The reactants are [C:1](Cl)(=[O:5])[CH:2]([CH3:4])[CH3:3].[OH:7][C:8]1[CH:13]=[CH:12][C:11]([P:14]([O:25][CH2:26][CH3:27])([CH2:16][P:17]([O:22][CH2:23][CH3:24])([O:19][CH2:20][CH3:21])=[O:18])=[O:15])=[CH:10][C:9]=1[C:28]([CH3:41])([CH3:40])[CH2:29][C:30]([O:32][CH2:33][C:34]1[CH:39]=[CH:38][CH:37]=[CH:36][CH:35]=1)=[O:31].CCOC(C)=O. The catalyst is CN(C1C=CN=CC=1)C.N1C=CC=CC=1. The product is [CH3:3][CH:2]([CH3:4])[C:1]([O:7][C:8]1[CH:13]=[CH:12][C:11]([P:14]([O:25][CH2:26][CH3:27])([CH2:16][P:17]([O:22][CH2:23][CH3:24])([O:19][CH2:20][CH3:21])=[O:18])=[O:15])=[CH:10][C:9]=1[C:28]([CH3:41])([CH3:40])[CH2:29][C:30]([O:32][CH2:33][C:34]1[CH:39]=[CH:38][CH:37]=[CH:36][CH:35]=1)=[O:31])=[O:5]. The yield is 0.780. (6) The reactants are [Cl:1][C:2]1[CH:3]=[C:4]([CH:7]=[C:8]([Cl:11])[C:9]=1[NH2:10])[CH2:5][NH2:6].[C:12]([O-:15])([O-])=O.[K+].[K+].Cl.CNC.O.[CH3:23][N:24]([CH:26]=O)[CH3:25]. No catalyst specified. The product is [NH2:6][CH2:5][C:4]1[CH:3]=[C:2]([Cl:1])[C:9]([NH:10][C:12](=[O:15])[CH2:23][N:24]([CH3:26])[CH3:25])=[C:8]([Cl:11])[CH:7]=1. The yield is 0.729. (7) The reactants are C1C(=O)N([Br:8])C(=O)C1.[CH3:9][C:10]1[CH:11]=[CH:12][C:13]([C:16]([O:18][CH3:19])=[O:17])=[N:14][CH:15]=1. The catalyst is C(Cl)(Cl)(Cl)Cl.CC(N=NC(C#N)(C)C)(C#N)C. The product is [Br:8][CH2:9][C:10]1[CH:11]=[CH:12][C:13]([C:16]([O:18][CH3:19])=[O:17])=[N:14][CH:15]=1. The yield is 0.570. (8) The reactants are [CH2:1](Br)[CH:2]([CH3:4])[CH3:3].[Cl:6][C:7]1[CH:8]=[C:9]([CH:12]=[CH:13][C:14]=1[OH:15])[CH:10]=[O:11].C(=O)([O-])[O-].[K+].[K+]. The catalyst is CN(C)C=O.O. The product is [Cl:6][C:7]1[CH:8]=[C:9]([CH2:10][OH:11])[CH:12]=[CH:13][C:14]=1[O:15][CH2:1][CH:2]([CH3:4])[CH3:3]. The yield is 0.940. (9) The reactants are [CH3:1][N:2]([CH3:18])[CH2:3][CH2:4][N:5]1[CH2:10][CH2:9][C:8]2[NH:11][C:12]([CH:15]=O)=[C:13]([CH3:14])[C:7]=2[C:6]1=[O:17].[O:19]=[C:20]1[CH2:28][C:27]2[C:22](=[CH:23][CH:24]=[C:25]([NH:29][CH:30]=[O:31])[CH:26]=2)[NH:21]1. No catalyst specified. The product is [CH3:1][N:2]([CH3:18])[CH2:3][CH2:4][N:5]1[CH2:10][CH2:9][C:8]2[NH:11][C:12]([CH:15]=[C:28]3[C:27]4[C:22](=[CH:23][CH:24]=[C:25]([NH:29][CH:30]=[O:31])[CH:26]=4)[NH:21][C:20]3=[O:19])=[C:13]([CH3:14])[C:7]=2[C:6]1=[O:17]. The yield is 0.693. (10) The reactants are [F:1][C:2]1[CH:7]=[CH:6][CH:5]=[C:4]([F:8])[C:3]=1[N:9]1[C:14]2[N:15]=[C:16]([NH:28][CH2:29][CH2:30][N:31]([CH3:33])[CH3:32])[N:17]=[C:18]([C:19]3[CH:20]=[C:21]([CH:25]=[CH:26][CH:27]=3)[C:22]([OH:24])=O)[C:13]=2[CH2:12][NH:11][C:10]1=[O:34].CN.[CH3:37][N:38](C(ON1N=NC2C=CC=NC1=2)=[N+](C)C)C.F[P-](F)(F)(F)(F)F.C(N(C(C)C)CC)(C)C. The catalyst is C(Cl)Cl.O. The product is [F:1][C:2]1[CH:7]=[CH:6][CH:5]=[C:4]([F:8])[C:3]=1[N:9]1[C:14]2[N:15]=[C:16]([NH:28][CH2:29][CH2:30][N:31]([CH3:33])[CH3:32])[N:17]=[C:18]([C:19]3[CH:20]=[C:21]([CH:25]=[CH:26][CH:27]=3)[C:22]([NH:38][CH3:37])=[O:24])[C:13]=2[CH2:12][NH:11][C:10]1=[O:34]. The yield is 0.650.